Predict the reactants needed to synthesize the given product. From a dataset of Full USPTO retrosynthesis dataset with 1.9M reactions from patents (1976-2016). Given the product [NH2:24][C:3]([CH:4]1[CH2:13][CH2:12][C:11]2[C:6](=[CH:7][CH:8]=[C:9]([CH2:14][CH2:15][CH2:16][CH2:17][CH2:18][CH2:19][CH2:20][CH3:21])[CH:10]=2)[CH2:5]1)([CH2:22][OH:23])[CH2:2][OH:1], predict the reactants needed to synthesize it. The reactants are: [OH:1][CH2:2][C:3]([NH:24]C(=O)C)([CH2:22][OH:23])[CH:4]1[CH2:13][CH2:12][C:11]2[C:6](=[CH:7][CH:8]=[C:9]([CH2:14][CH2:15][CH2:16][CH2:17][CH2:18][CH2:19][CH2:20][CH3:21])[CH:10]=2)[CH2:5]1.O[Li].O.